Predict the reactants needed to synthesize the given product. From a dataset of Full USPTO retrosynthesis dataset with 1.9M reactions from patents (1976-2016). (1) Given the product [CH:21]1([NH:20][C:18]([C:16]2[CH:15]=[CH:14][N:13]3[C:9]([CH2:8][CH:5]4[CH2:6][CH2:7][C:2]([F:1])([F:32])[CH2:3][CH2:4]4)=[C:10]([C:28]([F:29])([F:30])[F:31])[N:11]=[C:12]3[CH:17]=2)=[O:19])[CH2:26][CH2:25][CH:24]=[CH:23][CH2:22]1, predict the reactants needed to synthesize it. The reactants are: [F:1][C:2]1([F:32])[CH2:7][CH2:6][CH:5]([CH2:8][C:9]2[N:13]3[CH:14]=[CH:15][C:16]([C:18]([NH:20][CH:21]4[CH2:26][CH2:25][CH:24](O)[CH2:23][CH2:22]4)=[O:19])=[CH:17][C:12]3=[N:11][C:10]=2[C:28]([F:31])([F:30])[F:29])[CH2:4][CH2:3]1.COCCN(S(F)(F)F)CCOC.C(=O)([O-])O.[Na+]. (2) Given the product [Cl:12][C:13]1[C:14]([O:8][CH2:7][CH:3]2[C:4]([CH3:6])([CH3:5])[C:2]2([CH3:9])[CH3:1])=[CH:15][C:16]([F:26])=[C:17]([CH:25]=1)[C:18]([NH:20][S:21]([CH3:24])(=[O:22])=[O:23])=[O:19], predict the reactants needed to synthesize it. The reactants are: [CH3:1][C:2]1([CH3:9])[C:4]([CH3:6])([CH3:5])[CH:3]1[CH2:7][OH:8].[H-].[Na+].[Cl:12][C:13]1[C:14](F)=[CH:15][C:16]([F:26])=[C:17]([CH:25]=1)[C:18]([NH:20][S:21]([CH3:24])(=[O:23])=[O:22])=[O:19]. (3) Given the product [Br:1][C:2]1[CH:3]=[C:4]([CH:12]2[C:21]3[C:20](=[O:22])[CH2:19][CH:18]([CH2:23][CH2:24][CH3:25])[CH2:17][C:16]=3[NH:15][C:14]([CH3:26])=[C:13]2[C:27]#[N:28])[CH:5]=[C:6]([O:9][CH2:10][CH3:11])[C:7]=1[O:8][CH2:33][CH:32]=[CH:31][CH2:30][Br:29], predict the reactants needed to synthesize it. The reactants are: [Br:1][C:2]1[CH:3]=[C:4]([CH:12]2[C:21]3[C:20](=[O:22])[CH2:19][CH:18]([CH2:23][CH2:24][CH3:25])[CH2:17][C:16]=3[NH:15][C:14]([CH3:26])=[C:13]2[C:27]#[N:28])[CH:5]=[C:6]([O:9][CH2:10][CH3:11])[C:7]=1[OH:8].[Br:29][CH:30]=[CH:31][CH2:32][CH2:33]Br.C(=O)([O-])[O-].[K+].[K+].O. (4) The reactants are: [F:1][C:2]([F:15])([F:14])[S:3]([O:6]S(C(F)(F)F)(=O)=O)(=[O:5])=[O:4].N1C=CC=CC=1.O[C:23]1[CH:24]=[C:25]2[C:29](=[CH:30][CH:31]=1)[N:28]([C:32](=[O:34])[CH3:33])[N:27]=[CH:26]2. Given the product [C:32]([N:28]1[C:29]2[C:25](=[CH:24][C:23]([O:6][S:3]([C:2]([F:15])([F:14])[F:1])(=[O:5])=[O:4])=[CH:31][CH:30]=2)[CH:26]=[N:27]1)(=[O:34])[CH3:33], predict the reactants needed to synthesize it. (5) Given the product [F:23][C:24]1[CH:32]=[C:31]2[C:27]([CH2:28][CH2:29][CH:30]2[NH:33][C:34]2[CH:43]=[CH:42][C:41]3[C:36](=[CH:37][CH:38]=[C:39]([NH:44][C:1]([NH:22][CH:19]4[CH2:20][CH2:21][N:16]([CH:13]([CH3:15])[CH3:14])[CH2:17][CH2:18]4)=[O:12])[CH:40]=3)[N:35]=2)=[CH:26][CH:25]=1, predict the reactants needed to synthesize it. The reactants are: [C:1](=[O:12])(OC(Cl)(Cl)Cl)OC(Cl)(Cl)Cl.[CH:13]([N:16]1[CH2:21][CH2:20][CH:19]([NH2:22])[CH2:18][CH2:17]1)([CH3:15])[CH3:14].[F:23][C:24]1[CH:32]=[C:31]2[C:27]([CH2:28][CH2:29][CH:30]2[NH:33][C:34]2[CH:43]=[CH:42][C:41]3[C:36](=[CH:37][CH:38]=[C:39]([NH2:44])[CH:40]=3)[N:35]=2)=[CH:26][CH:25]=1. (6) Given the product [C:1]([N:4]([CH2:30][CH:31]1[CH2:32][CH2:33]1)[C:5]1[CH:6]=[CH:7][C:8]([O:9][C:10]2[CH:23]=[C:22]([CH:21]=[C:12]([O:13][C:14]3([CH2:18][OH:19])[CH2:17][CH2:16][CH2:15]3)[CH:11]=2)[C:24]([O:26][CH3:27])=[O:25])=[CH:28][CH:29]=1)(=[O:3])[CH3:2], predict the reactants needed to synthesize it. The reactants are: [C:1]([N:4]([CH2:30][CH:31]1[CH2:33][CH2:32]1)[C:5]1[CH:29]=[CH:28][C:8]([O:9][C:10]2[CH:11]=[C:12]([CH:21]=[C:22]([C:24]([O:26][CH3:27])=[O:25])[CH:23]=2)[O:13][C:14]2([C:18](O)=[O:19])[CH2:17][CH2:16][CH2:15]2)=[CH:7][CH:6]=1)(=[O:3])[CH3:2].C(N(CC)CC)C.C(OC(Cl)=O)C(C)C.